From a dataset of Catalyst prediction with 721,799 reactions and 888 catalyst types from USPTO. Predict which catalyst facilitates the given reaction. (1) Reactant: [CH3:1][C:2]([CH3:13])([C:4](=[O:12])[CH2:5][C:6](=[O:11])[C:7]([CH3:10])([CH3:9])[CH3:8])[CH3:3].[Cl-].[Cl-].[Cl-].[Cl-].[Zr+4:18].O.[OH-].[Na+]. Product: [CH3:1][C:2]([CH3:13])([CH3:3])/[C:4](/[OH:12])=[CH:5]/[C:6]([C:7]([CH3:10])([CH3:9])[CH3:8])=[O:11].[CH3:1][C:2]([CH3:13])([CH3:3])/[C:4](/[OH:12])=[CH:5]/[C:6]([C:7]([CH3:10])([CH3:9])[CH3:8])=[O:11].[CH3:1][C:2]([CH3:13])([CH3:3])/[C:4](/[OH:12])=[CH:5]/[C:6]([C:7]([CH3:10])([CH3:9])[CH3:8])=[O:11].[CH3:1][C:2]([CH3:13])([CH3:3])/[C:4](/[OH:12])=[CH:5]/[C:6]([C:7]([CH3:10])([CH3:9])[CH3:8])=[O:11].[Zr:18]. The catalyst class is: 5. (2) Reactant: [Cl-].[NH4+].[F:3][C:4]1[CH:16]=[C:15]([N+:17]([O-])=O)[CH:14]=[CH:13][C:5]=1[C:6]([O:8][C:9]([CH3:12])([CH3:11])[CH3:10])=[O:7]. Product: [NH2:17][C:15]1[CH:14]=[CH:13][C:5]([C:6]([O:8][C:9]([CH3:11])([CH3:12])[CH3:10])=[O:7])=[C:4]([F:3])[CH:16]=1. The catalyst class is: 190. (3) Reactant: [O:1]=[S:2]1(=[O:28])[C:7]2[CH:8]=[CH:9][CH:10]=[CH:11][C:6]=2[NH:5][C:4]([C:12]2[C:17](=[O:18])[N:16]([N:19]=[CH:20][CH:21]([CH3:23])[CH3:22])[C:15]3[CH:24]=[CH:25][S:26][C:14]=3[C:13]=2[OH:27])=[N:3]1.[CH3:29]O.[BH4-].[Li+].Cl. Product: [CH:21]1([CH:20]([NH:19][N:16]2[C:17](=[O:18])[C:12]([C:4]3[NH:5][C:6]4[CH:11]=[CH:10][CH:9]=[CH:8][C:7]=4[S:2](=[O:1])(=[O:28])[N:3]=3)=[C:13]([OH:27])[C:14]3[S:26][CH:25]=[CH:24][C:15]2=3)[CH3:29])[CH2:22][CH2:23]1. The catalyst class is: 30.